The task is: Predict the product of the given reaction.. This data is from Forward reaction prediction with 1.9M reactions from USPTO patents (1976-2016). (1) The product is: [CH3:1][O:2][C:3](=[O:14])[CH2:4][CH2:5][C:6]1[CH:11]=[CH:10][C:9]([NH:12][CH2:26][CH:23]([C:22]2[S:21][C:20]([C:27]3[CH:32]=[CH:31][C:30]([C:33]([F:34])([F:35])[F:36])=[CH:29][CH:28]=3)=[N:19][C:18]=2[CH:15]([CH3:17])[CH3:16])[CH3:24])=[CH:8][C:7]=1[CH3:13]. Given the reactants [CH3:1][O:2][C:3](=[O:14])[CH2:4][CH2:5][C:6]1[CH:11]=[CH:10][C:9]([NH2:12])=[CH:8][C:7]=1[CH3:13].[CH:15]([C:18]1[N:19]=[C:20]([C:27]2[CH:32]=[CH:31][C:30]([C:33]([F:36])([F:35])[F:34])=[CH:29][CH:28]=2)[S:21][C:22]=1[CH:23]([CH3:26])[CH:24]=O)([CH3:17])[CH3:16].C(O)(=O)C.C(O[BH-](OC(=O)C)OC(=O)C)(=O)C.[Na+], predict the reaction product. (2) Given the reactants [NH2:1][C:2]1[C:10]2[CH:9]=[CH:8][C:7](=[O:11])[N:6]([C:12]3[C:17]([F:18])=[CH:16][CH:15]=[CH:14][C:13]=3[F:19])[C:5]=2[S:4][C:3]=1[C:20]([N:22]1[CH2:26][CH2:25][C@@H:24]([O:27][CH:28]2[CH2:33][CH2:32][CH2:31][CH2:30][O:29]2)[CH2:23]1)=[O:21].Br[C:35]1[CH:40]=[CH:39][C:38]([F:41])=[C:37]([CH3:42])[N:36]=1.CC1(C)C2C(=C(P(C3C=CC=CC=3)C3C=CC=CC=3)C=CC=2)OC2C(P(C3C=CC=CC=3)C3C=CC=CC=3)=CC=CC1=2.[O-]P([O-])([O-])=O.[K+].[K+].[K+], predict the reaction product. The product is: [F:18][C:17]1[CH:16]=[CH:15][CH:14]=[C:13]([F:19])[C:12]=1[N:6]1[C:7](=[O:11])[CH:8]=[CH:9][C:10]2[C:2]([NH:1][C:35]3[CH:40]=[CH:39][C:38]([F:41])=[C:37]([CH3:42])[N:36]=3)=[C:3]([C:20]([N:22]3[CH2:26][CH2:25][C@@H:24]([O:27][CH:28]4[CH2:33][CH2:32][CH2:31][CH2:30][O:29]4)[CH2:23]3)=[O:21])[S:4][C:5]1=2. (3) Given the reactants Br[C:2]1[C:3]2[N:4]([C:9]([C:12]([NH:14][C:15]3[CH:20]=[CH:19][N:18]=[CH:17][C:16]=3[F:21])=[O:13])=[CH:10][N:11]=2)[N:5]=[C:6](Cl)[CH:7]=1.C1COCC1.[CH:27]1([NH2:31])[CH2:30][CH2:29][CH2:28]1.[NH2:32][C@H:33]1[CH2:38][CH2:37][C@H:36]([OH:39])[CH2:35][CH2:34]1, predict the reaction product. The product is: [CH:27]1([NH:31][C:2]2[C:3]3[N:4]([C:9]([C:12]([NH:14][C:15]4[CH:20]=[CH:19][N:18]=[CH:17][C:16]=4[F:21])=[O:13])=[CH:10][N:11]=3)[N:5]=[C:6]([NH:32][C@H:33]3[CH2:38][CH2:37][C@H:36]([OH:39])[CH2:35][CH2:34]3)[CH:7]=2)[CH2:30][CH2:29][CH2:28]1. (4) Given the reactants [CH3:1][C:2]1[CH:3]=[C:4]([S:13]([NH:16][C:17]2[CH:21]=[CH:20][S:19][C:18]=2[C:22]([O:24]C)=[O:23])(=[O:15])=[O:14])[CH:5]=[CH:6][C:7]=1[N:8]1[CH2:12][CH2:11][CH2:10][CH2:9]1.[OH-].[Na+], predict the reaction product. The product is: [CH3:1][C:2]1[CH:3]=[C:4]([S:13]([NH:16][C:17]2[CH:21]=[CH:20][S:19][C:18]=2[C:22]([OH:24])=[O:23])(=[O:15])=[O:14])[CH:5]=[CH:6][C:7]=1[N:8]1[CH2:9][CH2:10][CH2:11][CH2:12]1. (5) Given the reactants [F:1][C:2]1[CH:7]=[CH:6][C:5]([N:8]2[C:16]3[C:11](=[CH:12][C:13]([OH:17])=[CH:14][CH:15]=3)[CH:10]=[CH:9]2)=[CH:4][CH:3]=1.C([O-])([O-])=O.[K+].[K+].[Br:24][CH2:25][CH2:26][CH2:27][CH2:28]Br, predict the reaction product. The product is: [Br:24][CH2:25][CH2:26][CH2:27][CH2:28][O:17][C:13]1[CH:12]=[C:11]2[C:16](=[CH:15][CH:14]=1)[N:8]([C:5]1[CH:6]=[CH:7][C:2]([F:1])=[CH:3][CH:4]=1)[CH:9]=[CH:10]2. (6) Given the reactants Cl.Cl.[NH:3]1[C:11]2[C:6](=[CH:7][C:8]([C:12]3[C:20]4[C:19]([NH2:21])=[N:18][CH:17]=[N:16][C:15]=4[N:14]([CH3:22])[CH:13]=3)=[CH:9][CH:10]=2)[CH2:5][CH2:4]1.[Cl:23][C:24]1[N:29]=[C:28]([CH2:30][C:31](O)=[O:32])[CH:27]=[CH:26][CH:25]=1.CN(C(ON1N=NC2C=CC=NC1=2)=[N+](C)C)C.F[P-](F)(F)(F)(F)F.CCN(C(C)C)C(C)C, predict the reaction product. The product is: [Cl:23][C:24]1[N:29]=[C:28]([CH2:30][C:31]([N:3]2[C:11]3[C:6](=[CH:7][C:8]([C:12]4[C:20]5[C:19]([NH2:21])=[N:18][CH:17]=[N:16][C:15]=5[N:14]([CH3:22])[CH:13]=4)=[CH:9][CH:10]=3)[CH2:5][CH2:4]2)=[O:32])[CH:27]=[CH:26][CH:25]=1. (7) The product is: [CH2:1]([O:8][C:9]1[C:10](=[O:25])[O:11][C@H:12]([C@@H:18]([OH:19])[CH2:22][OH:21])[C:13]=1[NH:14][CH2:15][CH2:16][CH3:17])[C:2]1[CH:7]=[CH:6][CH:5]=[CH:4][CH:3]=1. Given the reactants [CH2:1]([O:8][C:9]1[C:10](=[O:25])[O:11][C@H:12]([C@@H:18]2[CH2:22][O:21]C(C)(C)[O:19]2)[C:13]=1[NH:14][CH2:15][CH2:16][CH3:17])[C:2]1[CH:7]=[CH:6][CH:5]=[CH:4][CH:3]=1.Cl.C(=O)(O)[O-].[Na+], predict the reaction product. (8) Given the reactants [NH2:1][C:2]1[C:3]([C:9]([NH:11][C:12]2[CH:13]=[N:14][N:15]([CH3:17])[CH:16]=2)=[O:10])=[N:4][C:5](Br)=[CH:6][CH:7]=1.[N:18]1([C:24]2[CH:25]=[C:26](B(O)O)[CH:27]=[CH:28][CH:29]=2)[CH2:23][CH2:22][CH2:21][CH2:20][CH2:19]1.C([O-])([O-])=O.[Na+].[Na+].C([O-])(=O)C.[K+], predict the reaction product. The product is: [NH2:1][C:2]1[C:3]([C:9]([NH:11][C:12]2[CH:13]=[N:14][N:15]([CH3:17])[CH:16]=2)=[O:10])=[N:4][C:5]([C:26]2[CH:27]=[CH:28][CH:29]=[C:24]([N:18]3[CH2:19][CH2:20][CH2:21][CH2:22][CH2:23]3)[CH:25]=2)=[CH:6][CH:7]=1. (9) Given the reactants [NH:1]1[CH2:6][CH2:5][O:4][CH2:3][CH2:2]1.[CH3:7][CH:8]([CH3:40])[CH2:9][CH2:10][NH:11][C:12]([N:14]1[C:22]2[C:17](=[CH:18][C:19]([O:23][C:24]3[CH:29]=[CH:28][N:27]=[C:26]([NH:30][C:31](=O)[O:32]C4C=CC=CC=4)[CH:25]=3)=[CH:20][CH:21]=2)[CH:16]=[CH:15]1)=[O:13].CC(C)CCNC(N1C2C(=CC(OC3C=CN=C(NC(N4CCC(N5CCCC5)CC4)=O)C=3)=CC=2)C=C1)=O, predict the reaction product. The product is: [CH3:7][CH:8]([CH3:40])[CH2:9][CH2:10][NH:11][C:12]([N:14]1[C:22]2[C:17](=[CH:18][C:19]([O:23][C:24]3[CH:29]=[CH:28][N:27]=[C:26]([NH:30][C:31]([N:1]4[CH2:6][CH2:5][O:4][CH2:3][CH2:2]4)=[O:32])[CH:25]=3)=[CH:20][CH:21]=2)[CH:16]=[CH:15]1)=[O:13]. (10) Given the reactants [CH3:1][O:2][C:3]1[CH:8]=[CH:7][C:6]([NH:9][C:10]2[C:11]3[C:18]([CH3:19])=[CH:17][O:16][C:12]=3[N:13]=[CH:14][N:15]=2)=[CH:5][CH:4]=1.[H-].[Na+].S(OC)(O[CH3:26])(=O)=O.Cl, predict the reaction product. The product is: [CH3:1][O:2][C:3]1[CH:4]=[CH:5][C:6]([N:9]([CH3:26])[C:10]2[C:11]3[C:18]([CH3:19])=[CH:17][O:16][C:12]=3[N:13]=[CH:14][N:15]=2)=[CH:7][CH:8]=1.